Dataset: NCI-60 drug combinations with 297,098 pairs across 59 cell lines. Task: Regression. Given two drug SMILES strings and cell line genomic features, predict the synergy score measuring deviation from expected non-interaction effect. (1) Drug 1: CC=C1C(=O)NC(C(=O)OC2CC(=O)NC(C(=O)NC(CSSCCC=C2)C(=O)N1)C(C)C)C(C)C. Drug 2: CC1C(C(CC(O1)OC2CC(CC3=C2C(=C4C(=C3O)C(=O)C5=CC=CC=C5C4=O)O)(C(=O)C)O)N)O. Cell line: SNB-75. Synergy scores: CSS=66.6, Synergy_ZIP=2.08, Synergy_Bliss=1.22, Synergy_Loewe=7.47, Synergy_HSA=9.80. (2) Drug 2: C(CC(=O)O)C(=O)CN.Cl. Drug 1: C1=C(C(=O)NC(=O)N1)N(CCCl)CCCl. Cell line: LOX IMVI. Synergy scores: CSS=38.2, Synergy_ZIP=-11.6, Synergy_Bliss=-8.13, Synergy_Loewe=-6.30, Synergy_HSA=-3.71.